Dataset: Reaction yield outcomes from USPTO patents with 853,638 reactions. Task: Predict the reaction yield, written as a fraction of the theoretical maximum amount of product (1.0 means a 100% yield; for example, 0.34 means a 34% yield). (1) The reactants are Br[C:2]1[C:3]([F:28])=[CH:4][C:5]2[O:11][CH2:10][CH2:9][N:8]3[C:12]([CH:18]([C:20]4[C:21]([CH3:26])=[N:22][N:23]([CH3:25])[CH:24]=4)[OH:19])=[C:13]([C:15]([NH2:17])=[O:16])[N:14]=[C:7]3[C:6]=2[CH:27]=1.[CH3:29][C:30]([OH:34])([CH3:33])[C:31]#[CH:32]. No catalyst specified. The product is [CH3:25][N:23]1[CH:24]=[C:20]([CH:18]([OH:19])[C:12]2[N:8]3[CH2:9][CH2:10][O:11][C:5]4[CH:4]=[C:3]([F:28])[C:2]([C:32]#[C:31][C:30]([OH:34])([CH3:33])[CH3:29])=[CH:27][C:6]=4[C:7]3=[N:14][C:13]=2[C:15]([NH2:17])=[O:16])[C:21]([CH3:26])=[N:22]1. The yield is 0.190. (2) The reactants are [NH2:1][CH:2]([C:8]1[CH:13]=[CH:12][C:11]([O:14][CH3:15])=[C:10]([O:16][CH3:17])[CH:9]=1)[CH2:3][C:4]([O:6][CH3:7])=[O:5].[C:18]([NH:21][C@@H:22]([C:30]([OH:32])=[O:31])[CH2:23][C:24]1[CH:29]=[CH:28][CH:27]=[CH:26][CH:25]=1)(=[O:20])[CH3:19]. The catalyst is CO. The product is [C:18]([NH:21][C@@H:22]([C:30]([OH:32])=[O:31])[CH2:23][C:24]1[CH:25]=[CH:26][CH:27]=[CH:28][CH:29]=1)(=[O:20])[CH3:19].[NH2:1][C@H:2]([C:8]1[CH:13]=[CH:12][C:11]([O:14][CH3:15])=[C:10]([O:16][CH3:17])[CH:9]=1)[CH2:3][C:4]([O:6][CH3:7])=[O:5]. The yield is 0.820.